Dataset: Full USPTO retrosynthesis dataset with 1.9M reactions from patents (1976-2016). Task: Predict the reactants needed to synthesize the given product. (1) Given the product [CH:6]1([CH2:5][C@H:4]([N:12]2[CH2:16][C:15]([O:17][C:18]3[CH:23]=[CH:22][CH:21]=[C:20]([CH3:24])[C:19]=3[CH3:25])=[CH:14][C:13]2=[O:26])[C:3]([OH:27])=[O:2])[CH2:11][CH2:10][CH2:9][CH2:8][CH2:7]1, predict the reactants needed to synthesize it. The reactants are: C[O:2][C:3](=[O:27])[C@@H:4]([N:12]1[CH2:16][C:15]([O:17][C:18]2[CH:23]=[CH:22][CH:21]=[C:20]([CH3:24])[C:19]=2[CH3:25])=[CH:14][C:13]1=[O:26])[CH2:5][CH:6]1[CH2:11][CH2:10][CH2:9][CH2:8][CH2:7]1.[OH-].[Li+]. (2) Given the product [C:16]([O:20][C:21]([N:23]1[CH:28]([CH3:29])[CH2:27][N:26]([CH2:11][C:10]2[CH:13]=[CH:14][CH:15]=[C:8]([C:6]3[CH:5]=[CH:4][N:3]=[C:2]([Cl:1])[N:7]=3)[CH:9]=2)[CH2:25][CH:24]1[CH3:30])=[O:22])([CH3:19])([CH3:17])[CH3:18], predict the reactants needed to synthesize it. The reactants are: [Cl:1][C:2]1[N:7]=[C:6]([C:8]2[CH:9]=[C:10]([CH:13]=[CH:14][CH:15]=2)[CH:11]=O)[CH:5]=[CH:4][N:3]=1.[C:16]([O:20][C:21]([N:23]1[CH:28]([CH3:29])[CH2:27][NH:26][CH2:25][CH:24]1[CH3:30])=[O:22])([CH3:19])([CH3:18])[CH3:17]. (3) Given the product [C:3]([C:4]1[C:5]([C:11]([F:13])([F:14])[F:12])=[N:6][N:7]([CH3:10])[C:8]=1[CH3:9])#[CH:2], predict the reactants needed to synthesize it. The reactants are: Cl[CH:2]=[CH:3][C:4]1[C:5]([C:11]([F:14])([F:13])[F:12])=[N:6][N:7]([CH3:10])[C:8]=1[CH3:9].CC(C)([O-])C.[K+].[NH4+].[Cl-]. (4) Given the product [NH2:15][C:16]1[CH:21]=[C:20]([Cl:22])[CH:19]=[C:18]([Cl:23])[C:17]=1[S:24]([NH:14][C@H:11]([CH2:10][NH:9][C:3]1[CH:4]=[CH:5][C:6]([CH3:8])=[CH:7][C:2]=1[CH3:1])[CH2:12][CH3:13])(=[O:26])=[O:25], predict the reactants needed to synthesize it. The reactants are: [CH3:1][C:2]1[CH:7]=[C:6]([CH3:8])[CH:5]=[CH:4][C:3]=1[NH:9][CH2:10][C@@H:11]([NH2:14])[CH2:12][CH3:13].[NH2:15][C:16]1[CH:21]=[C:20]([Cl:22])[CH:19]=[C:18]([Cl:23])[C:17]=1[S:24](Cl)(=[O:26])=[O:25].C(N(CC)CC)C.